Dataset: Reaction yield outcomes from USPTO patents with 853,638 reactions. Task: Predict the reaction yield, written as a fraction of the theoretical maximum amount of product (1.0 means a 100% yield; for example, 0.34 means a 34% yield). (1) The reactants are [CH3:1][C:2]1[S:6][C:5]([C:7]([OH:9])=[O:8])=[CH:4][CH:3]=1.S(=O)(=O)(O)O.[CH3:15]O. No catalyst specified. The product is [CH3:1][C:2]1[S:6][C:5]([C:7]([O:9][CH3:15])=[O:8])=[CH:4][CH:3]=1. The yield is 1.00. (2) The reactants are [Br:1][C:2]1[CH:6]=[CH:5][S:4][C:3]=1[CH:7]=[O:8].[CH2:9](O)[CH2:10][OH:11].C1C=CC=CC=1.C1(C)C=CC(S(O)(=O)=O)=CC=1. The catalyst is O. The product is [Br:1][C:2]1[CH:6]=[CH:5][S:4][C:3]=1[CH:7]1[O:11][CH2:10][CH2:9][O:8]1. The yield is 0.740. (3) The reactants are [Cl:1]CC(NC1C(C)=CC=CC=1C)=O.C(=O)([O-])[O-].[Na+].[Na+].C(NCC)C.[CH2:25](Cl)[C:26]1[CH:31]=[CH:30][CH:29]=[CH:28][CH:27]=1.[CH3:33][CH2:34][N:35]([CH2:38][C:39]([NH:41][C:42]1[C:43]([CH3:49])=[CH:44][CH:45]=[CH:46][C:47]=1[CH3:48])=[O:40])[CH2:36][CH3:37]. The catalyst is O. The product is [CH3:37][CH2:36][N+:35]([CH2:38][C:39]([NH:41][C:42]1[C:43]([CH3:49])=[CH:44][CH:45]=[CH:46][C:47]=1[CH3:48])=[O:40])([CH2:25][C:26]1[CH:31]=[CH:30][CH:29]=[CH:28][CH:27]=1)[CH2:34][CH3:33].[Cl-:1]. The yield is 0.734.